This data is from CYP3A4 inhibition data for predicting drug metabolism from PubChem BioAssay. The task is: Regression/Classification. Given a drug SMILES string, predict its absorption, distribution, metabolism, or excretion properties. Task type varies by dataset: regression for continuous measurements (e.g., permeability, clearance, half-life) or binary classification for categorical outcomes (e.g., BBB penetration, CYP inhibition). Dataset: cyp3a4_veith. (1) The molecule is CC(C)(C)c1c2c(c(C(C)(C)C)c3c1OCN(Cc1ccccc1)C3)OCN(Cc1ccccc1)C2. The result is 0 (non-inhibitor). (2) The compound is Cc1ccccc1-c1cncnc1Nc1ccc(F)cc1. The result is 1 (inhibitor). (3) The molecule is O=c1oc2cc(Oc3c([N+](=O)[O-])cc(C(F)(F)F)cc3[N+](=O)[O-])ccc2c2c1CCCC2. The result is 1 (inhibitor). (4) The compound is COc1cccc([C@H]2Oc3ccc(OC)cc3/C(=N\OCC[C@@H]3C=C[C@H](OC(C)=O)[C@H](COC(C)=O)O3)[C@@H]2O)c1. The result is 1 (inhibitor). (5) The compound is COc1ccc(-c2nc3cnc(N4CCNCC4)nc3n(-c3ccc(OC)cc3)c2=O)cc1. The result is 0 (non-inhibitor).